From a dataset of Full USPTO retrosynthesis dataset with 1.9M reactions from patents (1976-2016). Predict the reactants needed to synthesize the given product. (1) Given the product [C:31]([O:30][C:28](=[O:29])[CH2:27][N:23]1[CH:24]=[CH:25][N:26]=[C:22]1/[CH:20]=[CH:7]/[C:8]([O:10][CH2:11][C:12]1[CH:13]=[CH:14][CH:15]=[CH:16][CH:17]=1)=[O:9])([CH3:34])([CH3:33])[CH3:32], predict the reactants needed to synthesize it. The reactants are: COP([CH2:7][C:8]([O:10][CH2:11][C:12]1[CH:17]=[CH:16][CH:15]=[CH:14][CH:13]=1)=[O:9])(OC)=O.[H-].[Na+].[CH:20]([C:22]1[N:23]([CH2:27][C:28]([O:30][C:31]([CH3:34])([CH3:33])[CH3:32])=[O:29])[CH:24]=[CH:25][N:26]=1)=O.[Cl-].[NH4+]. (2) Given the product [CH:36]1([CH:14]([N:15]2[C:19]3[CH:20]=[C:21]([F:25])[C:22]([F:24])=[CH:23][C:18]=3[N:17]=[C:16]2[C:26]2[C:27]([O:34][CH3:35])=[N:28][C:29]([O:32][CH3:33])=[CH:30][CH:31]=2)[C:13]([NH:12][C@H:9]2[CH2:8][CH2:7][C@H:6]([C:4]([OH:5])=[O:3])[CH2:11][CH2:10]2)=[O:42])[CH2:37][CH2:38][CH2:39][CH2:40][CH2:41]1, predict the reactants needed to synthesize it. The reactants are: C([O:3][C:4]([CH:6]1[CH2:11][CH2:10][CH:9]([NH:12][C:13](=[O:42])[CH:14]([CH:36]2[CH2:41][CH2:40][CH2:39][CH2:38][CH2:37]2)[N:15]2[C:19]3[CH:20]=[C:21]([F:25])[C:22]([F:24])=[CH:23][C:18]=3[N:17]=[C:16]2[C:26]2[C:27]([O:34][CH3:35])=[N:28][C:29]([O:32][CH3:33])=[CH:30][CH:31]=2)[CH2:8][CH2:7]1)=[O:5])C.[OH-].[Na+].Cl. (3) Given the product [CH:1]1([O:6][C:7]2[CH:8]=[C:9]([CH:30]=[CH:31][C:32]=2[O:33][CH3:34])[N:10]([C:18]2[CH:23]=[CH:22][C:21]([NH:24][C:35](=[O:37])[CH3:36])=[C:20]([C:27]([OH:29])=[O:28])[CH:19]=2)[CH2:11][C:12]2[CH:13]=[N:14][CH:15]=[CH:16][CH:17]=2)[CH2:5][CH2:4][CH2:3][CH2:2]1, predict the reactants needed to synthesize it. The reactants are: [CH:1]1([O:6][C:7]2[CH:8]=[C:9]([CH:30]=[CH:31][C:32]=2[O:33][CH3:34])[N:10]([C:18]2[CH:23]=[CH:22][C:21]([N+:24]([O-])=O)=[C:20]([C:27]([OH:29])=[O:28])[CH:19]=2)[CH2:11][C:12]2[CH:13]=[N:14][CH:15]=[CH:16][CH:17]=2)[CH2:5][CH2:4][CH2:3][CH2:2]1.[C:35](OC(=O)C)(=[O:37])[CH3:36]. (4) Given the product [N:31]([CH2:2][CH2:3][CH2:4][S:5]([O:8][CH2:9][C:10]([CH3:30])([CH3:29])[C@@H:11]([O:21][CH2:22][C:23]1[CH:28]=[CH:27][CH:26]=[CH:25][CH:24]=1)[C:12]([O:14][CH2:15][C:16](=[O:20])[N:17]([CH3:19])[CH3:18])=[O:13])(=[O:7])=[O:6])=[N+:32]=[N-:33], predict the reactants needed to synthesize it. The reactants are: Cl[CH2:2][CH2:3][CH2:4][S:5]([O:8][CH2:9][C:10]([CH3:30])([CH3:29])[C@@H:11]([O:21][CH2:22][C:23]1[CH:28]=[CH:27][CH:26]=[CH:25][CH:24]=1)[C:12]([O:14][CH2:15][C:16](=[O:20])[N:17]([CH3:19])[CH3:18])=[O:13])(=[O:7])=[O:6].[N-:31]=[N+:32]=[N-:33].[Na+]. (5) Given the product [C:12]([O:15][C:16]([NH:1][C@H:2]([CH2:6][CH:7]=[CH2:8])[C:3]([OH:5])=[O:4])=[O:17])([CH3:14])([CH3:13])[CH3:11], predict the reactants needed to synthesize it. The reactants are: [NH2:1][C@H:2]([CH2:6][CH:7]=[CH2:8])[C:3]([OH:5])=[O:4].[OH-].[Na+].[CH3:11][C:12]([O:15][C:16](O[C:16]([O:15][C:12]([CH3:14])([CH3:13])[CH3:11])=[O:17])=[O:17])([CH3:14])[CH3:13]. (6) Given the product [NH2:1][C:2]1[NH:7][C:6](=[O:8])[C:5]([CH2:9][NH:10][C:25]([C@H:27]2[CH2:28][CH2:29][C@H:30]([C:33]([O:35][CH3:36])=[O:34])[CH2:31][CH2:32]2)=[O:24])=[N:4][N:3]=1, predict the reactants needed to synthesize it. The reactants are: [NH2:1][C:2]1[NH:7][C:6](=[O:8])[C:5]([CH2:9][NH2:10])=[N:4][N:3]=1.O.C([O-])(O)=O.[Na+].O=C1CCC(=O)N1[O:24][C:25]([C@H:27]1[CH2:32][CH2:31][C@H:30]([C:33]([O:35][CH3:36])=[O:34])[CH2:29][CH2:28]1)=O. (7) Given the product [Cl:10][CH2:11][C:12]1[N:9]=[C:4]2[CH:5]=[CH:6][CH:7]=[CH:8][N:3]2[N:2]=1, predict the reactants needed to synthesize it. The reactants are: [I-].[NH2:2][N+:3]1[CH:8]=[CH:7][CH:6]=[CH:5][C:4]=1[NH2:9].[Cl:10][CH2:11][C:12](Cl)=O.C(N(CC)CC)C. (8) Given the product [F:26][CH:22]([F:27])[O:18][C:15]1[CH:14]=[C:13]([C:12]([O:11][CH2:10][C:6]2[C:5]3[N:4]([CH:3]=[CH:2][N:1]=3)[CH:9]=[CH:8][CH:7]=2)=[CH:17][N:16]=1)[CH:19]=[O:20], predict the reactants needed to synthesize it. The reactants are: [N:1]1[CH:2]=[CH:3][N:4]2[CH:9]=[CH:8][CH:7]=[C:6]([CH2:10][O:11][C:12]3[C:13]([CH:19]=[O:20])=[CH:14][C:15](=[O:18])[NH:16][CH:17]=3)[C:5]=12.Cl[C:22]([F:27])([F:26])C([O-])=O.[Na+]. (9) Given the product [Br:22][C:19]1[CH:20]=[CH:21][C:16]([O:14][CH2:13][C:3]2[C:4]([C:7]3[CH:12]=[CH:11][CH:10]=[CH:9][CH:8]=3)=[N:5][O:6][C:2]=2[CH3:1])=[N:17][CH:18]=1, predict the reactants needed to synthesize it. The reactants are: [CH3:1][C:2]1[O:6][N:5]=[C:4]([C:7]2[CH:12]=[CH:11][CH:10]=[CH:9][CH:8]=2)[C:3]=1[CH2:13][OH:14].O[C:16]1[CH:21]=[CH:20][C:19]([Br:22])=[CH:18][N:17]=1.C1(P(C2C=CC=CC=2)C2C=CC=CC=2)C=CC=CC=1.N(C(OCC)=O)=NC(OCC)=O. (10) Given the product [Cl:30][C:23]([C:22]1[CH:26]=[CH:27][C:19]([NH:18][C:16](=[O:17])[O:15][CH2:14][CH:12]2[C:11]3[CH:10]=[CH:9][CH:8]=[CH:7][C:6]=3[C:5]3[C:13]2=[CH:1][CH:2]=[CH:3][CH:4]=3)=[CH:20][CH:21]=1)=[O:24], predict the reactants needed to synthesize it. The reactants are: [CH:1]1[C:13]2[CH:12]([CH2:14][O:15][C:16]([NH:18][C:19]3[CH:27]=[CH:26][C:22]([C:23](O)=[O:24])=[CH:21][CH:20]=3)=[O:17])[C:11]3[C:6](=[CH:7][CH:8]=[CH:9][CH:10]=3)[C:5]=2[CH:4]=[CH:3][CH:2]=1.S(Cl)([Cl:30])=O.